From a dataset of Forward reaction prediction with 1.9M reactions from USPTO patents (1976-2016). Predict the product of the given reaction. (1) Given the reactants C1(P(C2C=CC=CC=2C2C=CC=CC=2)C2CCCCC2)CCCCC1.Br[C:27]1[C:36]2[C:31](=[CH:32][CH:33]=[CH:34][CH:35]=2)[C:30]([F:37])=[CH:29][CH:28]=1.[C:38]([N:45]1[CH2:50][CH2:49][NH:48][CH2:47][CH2:46]1)([O:40][C:41]([CH3:44])([CH3:43])[CH3:42])=[O:39].CC([O-])(C)C.[Na+], predict the reaction product. The product is: [C:41]([O:40][C:38]([N:45]1[CH2:50][CH2:49][N:48]([C:27]2[C:36]3[C:31](=[CH:32][CH:33]=[CH:34][CH:35]=3)[C:30]([F:37])=[CH:29][CH:28]=2)[CH2:47][CH2:46]1)=[O:39])([CH3:44])([CH3:42])[CH3:43]. (2) Given the reactants C[O:2][C:3](=[O:46])[C:4]1[CH:9]=[CH:8][C:7]([N:10]2[C:14](=[O:15])[C@H:13]3[C@H:16]([C:34]4[CH:39]=[CH:38][CH:37]=[C:36]([Cl:40])[C:35]=4[F:41])[C:17]4([C:31]5[C:26](=[CH:27][C:28]([Cl:32])=[CH:29][CH:30]=5)[NH:25][C:24]4=[O:33])[C@H:18]([CH2:19][C:20]([CH3:23])([CH3:22])[CH3:21])[N:12]3[C@@H:11]2[CH3:42])=[C:6]([O:43][CH3:44])[C:5]=1C.C1COCC1.[OH-].[K+], predict the reaction product. The product is: [ClH:32].[Cl:32][C:28]1[CH:27]=[C:26]2[NH:25][C:24](=[O:33])[C:17]3([C@H:18]([CH2:19][C:20]([CH3:23])([CH3:22])[CH3:21])[N:12]4[C@H:11]([CH3:42])[N:10]([C:7]5[CH:8]=[CH:9][C:4]([C:3]([OH:46])=[O:2])=[CH:5][C:6]=5[O:43][CH3:44])[C:14](=[O:15])[C@H:13]4[C@@H:16]3[C:34]3[CH:39]=[CH:38][CH:37]=[C:36]([Cl:40])[C:35]=3[F:41])[C:31]2=[CH:30][CH:29]=1. (3) Given the reactants [C:1]1(C)C=CC=CC=1.N1CCCCC1.[C:14]1([C:20]2[CH:21]=[C:22]([C:28]3[CH:29]=[C:30]4[C:35](=[CH:36][CH:37]=3)[CH:34]=[C:33](C=O)[CH:32]=[CH:31]4)[CH:23]=[CH:24][C:25]=2[O:26][CH3:27])[CH:19]=[CH:18][CH:17]=[CH:16][CH:15]=1.[S:40]1[CH2:44][C:43](=[O:45])[NH:42][C:41]1=[O:46], predict the reaction product. The product is: [C:14]1([C:20]2[CH:21]=[C:22]([C:28]3[CH:29]=[C:30]4[C:35](=[CH:36][CH:37]=3)[CH:34]=[C:33]([N:42]3[C:43](=[O:45])[C:44](=[CH2:1])[S:40][C:41]3=[O:46])[CH:32]=[CH:31]4)[CH:23]=[CH:24][C:25]=2[O:26][CH3:27])[CH:15]=[CH:16][CH:17]=[CH:18][CH:19]=1. (4) The product is: [F:1][C:2]([F:31])([C:27]([F:28])([F:29])[F:30])[CH2:3][CH2:4][CH2:5][O:6][C:7]1[CH:26]=[CH:25][C:10]([C:11]([O:13][C:14]2[CH:19]=[CH:18][C:17](/[CH:20]=[CH:21]/[C:22]([O:24][CH2:62][CH2:63][C:64]3[CH:69]=[CH:68][C:67]([NH2:70])=[CH:66][C:65]=3[NH2:71])=[O:23])=[CH:16][CH:15]=2)=[O:12])=[CH:9][CH:8]=1. Given the reactants [F:1][C:2]([F:31])([C:27]([F:30])([F:29])[F:28])[CH2:3][CH2:4][CH2:5][O:6][C:7]1[CH:26]=[CH:25][C:10]([C:11]([O:13][C:14]2[CH:19]=[CH:18][C:17](/[CH:20]=[CH:21]/[C:22]([O-:24])=[O:23])=[CH:16][CH:15]=2)=[O:12])=[CH:9][CH:8]=1.CCCCCC.FC(F)(F)CCCOC1C=CC(C(OC2C=CC(/C=C/C(O[CH2:62][CH2:63][C:64]3[CH:69]=[CH:68][C:67]([NH2:70])=[CH:66][C:65]=3[NH2:71])=O)=CC=2)=O)=CC=1, predict the reaction product. (5) The product is: [F:42][C:40]1([F:43])[CH2:41][C@@H:39]1[CH2:38][O:1][C:2]1[CH:3]=[CH:4][C:5]([C:8]2[S:9][C:10]3[CH:15]=[C:14]([O:16][CH2:17][C@@H:18]([NH:20][C:21](=[O:23])[CH3:22])[CH3:19])[N:13]=[CH:12][C:11]=3[N:24]=2)=[CH:6][CH:7]=1. Given the reactants [OH:1][C:2]1[CH:7]=[CH:6][C:5]([C:8]2[S:9][C:10]3[CH:15]=[C:14]([O:16][CH2:17][C@@H:18]([NH:20][C:21](=[O:23])[CH3:22])[CH3:19])[N:13]=[CH:12][C:11]=3[N:24]=2)=[CH:4][CH:3]=1.[N+](C1C=CC(S(O[CH2:38][C@H:39]2[CH2:41][C:40]2([F:43])[F:42])(=O)=O)=CC=1)([O-])=O, predict the reaction product. (6) The product is: [NH2:14][C:11]1[CH:10]=[CH:9][C:8]([N:4]2[CH2:5][CH2:6][CH2:7][N:2]([CH3:1])[C:3]2=[O:17])=[CH:13][CH:12]=1. Given the reactants [CH3:1][N:2]1[CH2:7][CH2:6][CH2:5][N:4]([C:8]2[CH:13]=[CH:12][C:11]([N+:14]([O-])=O)=[CH:10][CH:9]=2)[C:3]1=[O:17], predict the reaction product. (7) Given the reactants [F:1][C:2]1[CH:7]=[C:6]([N+:8]([O-:10])=[O:9])[CH:5]=[CH:4][C:3]=1[N:11]1[CH2:16][CH2:15][NH:14][CH2:13][CH2:12]1.C([O-])([O-])=O.[K+].[K+].Br[CH:24]([C:28]1[CH:33]=[CH:32][CH:31]=[CH:30][CH:29]=1)[C:25]([OH:27])=[O:26].Cl, predict the reaction product. The product is: [F:1][C:2]1[CH:7]=[C:6]([N+:8]([O-:10])=[O:9])[CH:5]=[CH:4][C:3]=1[N:11]1[CH2:16][CH2:15][N:14]([CH:24]([C:28]2[CH:33]=[CH:32][CH:31]=[CH:30][CH:29]=2)[C:25]([OH:27])=[O:26])[CH2:13][CH2:12]1. (8) Given the reactants [Cl:1][C:2]1[N:3]=[N:4][CH:5]=[C:6](Cl)[C:7]=1[Cl:8].CCN(C(C)C)C(C)C.[NH:19]1[CH2:23][CH2:22][C@@H:21]([NH:24][C:25](=[O:31])[O:26][C:27]([CH3:30])([CH3:29])[CH3:28])[CH2:20]1, predict the reaction product. The product is: [Cl:8][C:7]1[C:6]([N:19]2[CH2:23][CH2:22][C@@H:21]([NH:24][C:25](=[O:31])[O:26][C:27]([CH3:29])([CH3:28])[CH3:30])[CH2:20]2)=[CH:5][N:4]=[N:3][C:2]=1[Cl:1].